From a dataset of CYP2D6 inhibition data for predicting drug metabolism from PubChem BioAssay. Regression/Classification. Given a drug SMILES string, predict its absorption, distribution, metabolism, or excretion properties. Task type varies by dataset: regression for continuous measurements (e.g., permeability, clearance, half-life) or binary classification for categorical outcomes (e.g., BBB penetration, CYP inhibition). Dataset: cyp2d6_veith. The drug is O=C(NCc1ccco1)C(c1ccccc1)N(C(=O)Cc1cccs1)c1ccccc1F. The result is 1 (inhibitor).